From a dataset of Forward reaction prediction with 1.9M reactions from USPTO patents (1976-2016). Predict the product of the given reaction. Given the reactants [CH:1]1([Mg]Br)[CH2:3][CH2:2]1.[C:6]([O:10][C:11](=[O:22])[NH:12][C@H:13]([C:15]1[CH:20]=[CH:19][C:18](Br)=[CH:17][N:16]=1)[CH3:14])([CH3:9])([CH3:8])[CH3:7].[Cl-].[NH4+], predict the reaction product. The product is: [C:6]([O:10][C:11](=[O:22])[NH:12][C@H:13]([C:15]1[CH:20]=[CH:19][C:18]([CH:1]2[CH2:3][CH2:2]2)=[CH:17][N:16]=1)[CH3:14])([CH3:9])([CH3:8])[CH3:7].